From a dataset of NCI-60 drug combinations with 297,098 pairs across 59 cell lines. Regression. Given two drug SMILES strings and cell line genomic features, predict the synergy score measuring deviation from expected non-interaction effect. Drug 1: C1=CN(C(=O)N=C1N)C2C(C(C(O2)CO)O)O.Cl. Drug 2: CCCCCOC(=O)NC1=NC(=O)N(C=C1F)C2C(C(C(O2)C)O)O. Cell line: T-47D. Synergy scores: CSS=8.60, Synergy_ZIP=-0.484, Synergy_Bliss=3.53, Synergy_Loewe=-3.21, Synergy_HSA=1.05.